The task is: Predict the product of the given reaction.. This data is from Forward reaction prediction with 1.9M reactions from USPTO patents (1976-2016). (1) Given the reactants Cl[C:2]1[N:7]=[C:6]([NH:8][C@H:9]([CH3:12])[CH2:10][OH:11])[C:5]([C:13]2[S:14][CH:15]=[CH:16][CH:17]=2)=[CH:4][N:3]=1.[NH2:18][C:19]1[CH:24]=[CH:23][C:22]([S:25]([C:33]2[CH:38]=[CH:37]C=CC=2)(=[N:27][C:28]([O:30][CH2:31][CH3:32])=[O:29])=[O:26])=[CH:21][CH:20]=1, predict the reaction product. The product is: [CH2:31]([O:30][C:28]([N:27]=[S:25]([C:22]1[CH:21]=[CH:20][C:19]([NH:18][C:2]2[N:7]=[C:6]([NH:8][C@H:9]([CH3:12])[CH2:10][OH:11])[C:5]([C:13]3[S:14][CH:15]=[CH:16][CH:17]=3)=[CH:4][N:3]=2)=[CH:24][CH:23]=1)([CH:33]1[CH2:38][CH2:37]1)=[O:26])=[O:29])[CH3:32]. (2) Given the reactants Br[C:2]1[CH:3]=[C:4]([C:16]([NH:18][CH2:19][C:20]2[C:21](=[O:28])[NH:22][C:23]([CH3:27])=[CH:24][C:25]=2[CH3:26])=[O:17])[C:5]2[CH:6]=[N:7][N:8]([CH:11]3[CH2:15][CH2:14][CH2:13][CH2:12]3)[C:9]=2[CH:10]=1.C(=[NH:42])(C1C=CC=CC=1)C1C=CC=CC=1.C([O-])([O-])=O.[Cs+].[Cs+].CC1(C)C2C(=C(P(C3C=CC=CC=3)C3C=CC=CC=3)C=CC=2)OC2C(P(C3C=CC=CC=3)C3C=CC=CC=3)=CC=CC1=2.Cl, predict the reaction product. The product is: [NH2:42][C:2]1[CH:3]=[C:4]([C:16]([NH:18][CH2:19][C:20]2[C:21](=[O:28])[NH:22][C:23]([CH3:27])=[CH:24][C:25]=2[CH3:26])=[O:17])[C:5]2[CH:6]=[N:7][N:8]([CH:11]3[CH2:15][CH2:14][CH2:13][CH2:12]3)[C:9]=2[CH:10]=1. (3) Given the reactants CO[C:3]1[CH:4]=[C:5]([CH2:23][O:24][C@@H:25]2[C@H:29]([OH:30])[C@@H:28]([CH2:31][OH:32])[O:27][C@H:26]2[N:33]2[CH:40]=[CH:39][C:37](=[O:38])[NH:36][C:34]2=[O:35])[C:6]2[C:17]3=[C:18]4[C:9]([CH:10]=[C:11](C(C)(C)C)[CH:12]=[C:13]4[CH:14]=[CH:15][C:16]=13)=[CH:8][CH:7]=2.[C:41](Cl)([C:58]1[CH:63]=[CH:62][CH:61]=[CH:60][CH:59]=1)([C:50]1[CH:57]=[CH:56][C:53]([O:54][CH3:55])=[CH:52][CH:51]=1)[C:42]1[CH:49]=[CH:48][C:45]([O:46][CH3:47])=[CH:44][CH:43]=1, predict the reaction product. The product is: [CH3:47][O:46][C:45]1[CH:48]=[CH:49][C:42]([C:41]([O:32][CH2:31][C@H:28]2[O:27][C@@H:26]([N:33]3[CH:40]=[CH:39][C:37](=[O:38])[NH:36][C:34]3=[O:35])[C@H:25]([O:24][CH2:23][C:5]3[C:6]4[C:17]5=[C:18]6[C:9](=[CH:8][CH:7]=4)[CH:10]=[CH:11][CH:12]=[C:13]6[CH:14]=[CH:15][C:16]5=[CH:3][CH:4]=3)[C@@H:29]2[OH:30])([C:58]2[CH:63]=[CH:62][CH:61]=[CH:60][CH:59]=2)[C:50]2[CH:57]=[CH:56][C:53]([O:54][CH3:55])=[CH:52][CH:51]=2)=[CH:43][CH:44]=1. (4) Given the reactants [C:1]([O:5][C:6]([NH:8][C:9]1([CH3:15])[CH2:14][CH2:13][NH:12][CH2:11][CH2:10]1)=[O:7])([CH3:4])([CH3:3])[CH3:2].C(N(CC)CC)C.[Cl:23][C:24]1[CH:29]=[C:28](Cl)[N:27]=[CH:26][N:25]=1, predict the reaction product. The product is: [C:1]([O:5][C:6]([NH:8][C:9]1([CH3:15])[CH2:10][CH2:11][N:12]([C:28]2[CH:29]=[C:24]([Cl:23])[N:25]=[CH:26][N:27]=2)[CH2:13][CH2:14]1)=[O:7])([CH3:4])([CH3:2])[CH3:3]. (5) Given the reactants [NH:1]1[C:9]2[C:4](=[CH:5][CH:6]=[CH:7][C:8]=2[C:10]([OH:12])=O)[CH:3]=[CH:2]1.CN(C(ON1N=NC2C=CC=CC1=2)=[N+](C)C)C.[B-](F)(F)(F)F.C(N(CC)C(C)C)(C)C.[C:44]([C:48]1[CH:64]=[CH:63][C:51]([CH2:52][NH:53][CH2:54][CH2:55][C:56]2[CH:61]=[CH:60][CH:59]=[C:58]([F:62])[CH:57]=2)=[CH:50][CH:49]=1)([CH3:47])([CH3:46])[CH3:45], predict the reaction product. The product is: [C:44]([C:48]1[CH:64]=[CH:63][C:51]([CH2:52][N:53]([CH2:54][CH2:55][C:56]2[CH:61]=[CH:60][CH:59]=[C:58]([F:62])[CH:57]=2)[C:10]([C:8]2[CH:7]=[CH:6][CH:5]=[C:4]3[C:9]=2[NH:1][CH:2]=[CH:3]3)=[O:12])=[CH:50][CH:49]=1)([CH3:47])([CH3:45])[CH3:46]. (6) Given the reactants [Cl:1][CH2:2][CH2:3][CH2:4][CH:5]([CH:17]1[CH2:22][CH2:21][O:20][CH2:19][CH2:18]1)[C:6]([NH:8][NH:9]C(OC(C)(C)C)=O)=[O:7], predict the reaction product. The product is: [ClH:1].[Cl:1][CH2:2][CH2:3][CH2:4][CH:5]([CH:17]1[CH2:22][CH2:21][O:20][CH2:19][CH2:18]1)[C:6]([NH:8][NH2:9])=[O:7]. (7) The product is: [C:40]([C:38]1[CH:39]=[C:35]([NH:34][C:33]([NH:28][C@@H:21]2[C:22]3[C:27](=[CH:26][CH:25]=[CH:24][CH:23]=3)[C@H:18]([O:17][C:14]3[CH:15]=[CH:16][C:11]4[N:12]([C:8]([N:3]5[CH2:4][CH2:5][CH2:6][CH2:7][C@@H:2]5[CH3:1])=[N:9][N:10]=4)[CH:13]=3)[CH2:19][CH2:20]2)=[O:32])[N:36]([C:44]2[CH:49]=[CH:48][CH:47]=[C:46]([CH2:50][OH:51])[CH:45]=2)[N:37]=1)([CH3:43])([CH3:41])[CH3:42]. Given the reactants [CH3:1][C@H:2]1[CH2:7][CH2:6][CH2:5][CH2:4][N:3]1[C:8]1[N:12]2[CH:13]=[C:14]([O:17][C@H:18]3[C:27]4[C:22](=[CH:23][CH:24]=[CH:25][CH:26]=4)[C@@H:21]([NH2:28])[CH2:20][CH2:19]3)[CH:15]=[CH:16][C:11]2=[N:10][N:9]=1.ClC(Cl)(Cl)C[O:32][C:33](=O)[NH:34][C:35]1[N:36]([C:44]2[CH:49]=[CH:48][CH:47]=[C:46]([CH2:50][OH:51])[CH:45]=2)[N:37]=[C:38]([C:40]([CH3:43])([CH3:42])[CH3:41])[CH:39]=1.CCN(C(C)C)C(C)C, predict the reaction product.